This data is from hERG Central: cardiac toxicity at 1µM, 10µM, and general inhibition. The task is: Predict hERG channel inhibition at various concentrations. The compound is CCCCCCCN1C2=NCCCN2c2ccccc21.Cl. Results: hERG_inhib (hERG inhibition (general)): blocker.